Dataset: Full USPTO retrosynthesis dataset with 1.9M reactions from patents (1976-2016). Task: Predict the reactants needed to synthesize the given product. (1) Given the product [Cl:18][C:15]1[CH:14]=[CH:13][C:12]([CH2:11][NH2:10])=[CH:17][N:16]=1, predict the reactants needed to synthesize it. The reactants are: Cl.C1(C)C=CC=CC=1.C=[N:10][CH2:11][C:12]1[CH:13]=[CH:14][C:15]([Cl:18])=[N:16][CH:17]=1. (2) Given the product [NH2:13][C:14]([NH:16][C:17]1[NH:18][C:19]2[C:24]([C:25]=1[C:26]([NH2:28])=[O:27])=[CH:23][CH:22]=[C:21]([CH:29]=[O:30])[CH:20]=2)=[O:15], predict the reactants needed to synthesize it. The reactants are: I(C1C=CC=CC=1C(O)=O)(=O)=O.[NH2:13][C:14]([NH:16][C:17]1[NH:18][C:19]2[C:24]([C:25]=1[C:26]([NH2:28])=[O:27])=[CH:23][CH:22]=[C:21]([CH2:29][OH:30])[CH:20]=2)=[O:15].O.